Dataset: Forward reaction prediction with 1.9M reactions from USPTO patents (1976-2016). Task: Predict the product of the given reaction. (1) The product is: [CH2:37]([N:3]([CH2:1][CH3:2])[C:4](=[O:36])[C:5]1[CH:6]=[CH:7][C:8]([C:11]([C:13]2[CH:14]=[CH:15][CH:16]=[C:17]3[C:22]=2[N:21]=[CH:20][CH:19]=[CH:18]3)=[C:23]2[CH2:24][CH2:25][NH:26][CH2:27][CH2:28]2)=[CH:9][CH:10]=1)[CH3:38]. Given the reactants [CH2:1]([N:3]([CH2:37][CH3:38])[C:4](=[O:36])[C:5]1[CH:10]=[CH:9][C:8]([C:11]([CH:23]2[CH2:28][CH2:27][N:26](C(OC(C)(C)C)=O)[CH2:25][CH2:24]2)([C:13]2[CH:14]=[CH:15][CH:16]=[C:17]3[C:22]=2[N:21]=[CH:20][CH:19]=[CH:18]3)O)=[CH:7][CH:6]=1)[CH3:2].FC(F)(F)C(O)=O, predict the reaction product. (2) Given the reactants Cl.[F:2][C:3]1[CH:4]=[N:5][C:6]([C@@H:9]([NH2:11])[CH3:10])=[N:7][CH:8]=1.Cl[C:13]1[N:18]=[C:17]([C:19]([O:21][CH2:22][CH3:23])=[O:20])[C:16]([N+:24]([O-:26])=[O:25])=[C:15]([NH:27][C:28]2[CH:32]=[C:31]([CH3:33])[NH:30][N:29]=2)[N:14]=1, predict the reaction product. The product is: [F:2][C:3]1[CH:4]=[N:5][C:6]([C@@H:9]([NH:11][C:13]2[N:18]=[C:17]([C:19]([O:21][CH2:22][CH3:23])=[O:20])[C:16]([N+:24]([O-:26])=[O:25])=[C:15]([NH:27][C:28]3[CH:32]=[C:31]([CH3:33])[NH:30][N:29]=3)[N:14]=2)[CH3:10])=[N:7][CH:8]=1. (3) Given the reactants [F:1][C:2]1[CH:7]=[CH:6][C:5]([CH:8](O)[CH3:9])=[CH:4][CH:3]=1.[Br:11][Si](C)(C)C, predict the reaction product. The product is: [Br:11][CH:8]([C:5]1[CH:6]=[CH:7][C:2]([F:1])=[CH:3][CH:4]=1)[CH3:9]. (4) Given the reactants [F:1][C:2]1[CH:3]=[C:4]([CH:36]=[CH:37][C:38]=1[OH:39])[C:5]([N:7]([CH:33]([CH3:35])[CH3:34])[C:8]1[CH:13]=[C:12]([O:14][CH3:15])[CH:11]=[CH:10][C:9]=1[C@@H:16]1[CH2:25][CH2:24][C:23]2[CH:22]=[C:21]([O:26]C(=O)C(C)(C)C)[CH:20]=[CH:19][C:18]=2[CH2:17]1)=O.Cl[CH2:41][C:42]([N:44]1[CH2:48][CH2:47][CH2:46][CH2:45]1)=O, predict the reaction product. The product is: [F:1][C:2]1[CH:3]=[C:4]([CH:36]=[CH:37][C:38]=1[O:39][CH2:41][CH2:42][N:44]1[CH2:48][CH2:47][CH2:46][CH2:45]1)[CH2:5][N:7]([CH:33]([CH3:35])[CH3:34])[C:8]1[CH:13]=[C:12]([O:14][CH3:15])[CH:11]=[CH:10][C:9]=1[C@@H:16]1[CH2:25][CH2:24][C:23]2[CH:22]=[C:21]([OH:26])[CH:20]=[CH:19][C:18]=2[CH2:17]1. (5) Given the reactants [Cl:1][C:2]1[CH:3]=[C:4]([CH:28]=[CH:29][C:30]=1[Cl:31])[CH2:5][N:6]1[CH2:11][CH2:10][O:9][C@@H:8]([CH2:12][NH:13][C:14](=[O:27])[CH2:15][S:16][C:17]2[S:18][CH:19]=[C:20]([C:22]([O:24]CC)=[O:23])[N:21]=2)[CH2:7]1.[OH-].[Na+].Cl, predict the reaction product. The product is: [C:22]([C:20]1[N:21]=[C:17]([S:16][CH2:15][C:14]([NH:13][CH2:12][C@@H:8]2[O:9][CH2:10][CH2:11][N:6]([CH2:5][C:4]3[CH:28]=[CH:29][C:30]([Cl:31])=[C:2]([Cl:1])[CH:3]=3)[CH2:7]2)=[O:27])[S:18][CH:19]=1)([OH:24])=[O:23]. (6) Given the reactants C(O[C:6]([NH:8][CH2:9][CH:10]([S:15]([OH:18])(=[O:17])=[O:16])[CH2:11][C:12]([OH:14])=[O:13])=[O:7])(C)(C)C.Cl.O1CCOCC1.C1(=O)[O:31][C:29](=[O:30])[CH:28]=[CH:27]1, predict the reaction product. The product is: [C:12]([CH2:11][CH:10]([S:15]([OH:18])(=[O:16])=[O:17])[CH2:9][NH:8][C:6](=[O:7])/[CH:27]=[CH:28]\[C:29]([OH:31])=[O:30])([OH:14])=[O:13].